This data is from Catalyst prediction with 721,799 reactions and 888 catalyst types from USPTO. The task is: Predict which catalyst facilitates the given reaction. (1) Product: [NH2:25][CH2:24][CH2:23][O:22][C@@H:8]([C:4]1[CH:5]=[CH:6][CH:7]=[C:2]([Cl:1])[CH:3]=1)[C@@H:9]1[CH2:14][CH2:13][CH2:12][N:11]([C:15]([O:17][C:18]([CH3:21])([CH3:19])[CH3:20])=[O:16])[CH2:10]1. The catalyst class is: 1. Reactant: [Cl:1][C:2]1[CH:3]=[C:4]([C@H:8]([O:22][CH2:23][C:24]#[N:25])[C@@H:9]2[CH2:14][CH2:13][CH2:12][N:11]([C:15]([O:17][C:18]([CH3:21])([CH3:20])[CH3:19])=[O:16])[CH2:10]2)[CH:5]=[CH:6][CH:7]=1.S(C)C. (2) Reactant: [CH:1]([C:4]1[C:8]([CH2:9][CH2:10][CH2:11][CH2:12][OH:13])=[CH:7][N:6]([C:14]2[CH:19]=[CH:18][C:17]([C:20]([F:23])([F:22])[F:21])=[CH:16][N:15]=2)[N:5]=1)([CH3:3])[CH3:2].O[C:25]1[CH:26]=[C:27]([CH2:31][C:32]([O:34]C)=[O:33])[CH:28]=[CH:29][CH:30]=1.C(P(CCCC)CCCC)CCC.N(C(N1CCCCC1)=O)=NC(N1CCCCC1)=O.C(OC(C)C)(C)C.CCCCCC. Product: [CH:1]([C:4]1[C:8]([CH2:9][CH2:10][CH2:11][CH2:12][O:13][C:25]2[CH:26]=[C:27]([CH2:31][C:32]([OH:34])=[O:33])[CH:28]=[CH:29][CH:30]=2)=[CH:7][N:6]([C:14]2[CH:19]=[CH:18][C:17]([C:20]([F:22])([F:21])[F:23])=[CH:16][N:15]=2)[N:5]=1)([CH3:3])[CH3:2]. The catalyst class is: 7. (3) Reactant: Cl.[CH3:2][N:3](C)[OH:4].Cl[CH2:7]Cl.[CH3:9][N:10]([CH3:14])[C:11](Cl)=[O:12]. Product: [CH3:7][O:4][N:3]([CH3:2])[C:11]([N:10]([CH3:14])[CH3:9])=[O:12]. The catalyst class is: 341. (4) Product: [F:1][C:2]1[C:11]([CH2:12][C:13]2[N:17]3[N:18]=[C:19](/[C:22](=[N:27]/[OH:28])/[CH3:23])[CH:20]=[CH:21][C:16]3=[N:15][N:14]=2)=[C:10]([F:25])[CH:9]=[C:8]2[C:3]=1[CH:4]=[CH:5][CH:6]=[N:7]2. Reactant: [F:1][C:2]1[C:11]([CH2:12][C:13]2[N:17]3[N:18]=[C:19]([C:22](=O)[CH3:23])[CH:20]=[CH:21][C:16]3=[N:15][N:14]=2)=[C:10]([F:25])[CH:9]=[C:8]2[C:3]=1[CH:4]=[CH:5][CH:6]=[N:7]2.Cl.[NH2:27][OH:28].[OH-].[Na+]. The catalyst class is: 5. (5) The catalyst class is: 135. Reactant: [Ca].[OH:2][CH2:3][CH2:4][NH:5][C:6](=[O:31])[C:7]1[CH:12]=[CH:11][C:10]([N:13]2[CH2:17][CH2:16][C@H:15]([NH:18][C@@H:19]([C:21]3[C:30]4[C:25](=[CH:26][CH:27]=[CH:28][CH:29]=4)[CH:24]=[CH:23][CH:22]=3)[CH3:20])[CH2:14]2)=[CH:9][CH:8]=1.[ClH:32]. Product: [ClH:32].[OH:2][CH2:3][CH2:4][NH:5][C:6](=[O:31])[C:7]1[CH:12]=[CH:11][C:10]([N:13]2[CH2:17][CH2:16][C@H:15]([NH:18][C@@H:19]([C:21]3[C:30]4[C:25](=[CH:26][CH:27]=[CH:28][CH:29]=4)[CH:24]=[CH:23][CH:22]=3)[CH3:20])[CH2:14]2)=[CH:9][CH:8]=1. (6) Reactant: [C:1]1([S:7]([N:10]2[CH:21]=[CH:20][C:19]3[C:11]2=[N:12][CH:13]=[C:14]2[C:18]=3[N:17]([CH:22]3[CH2:27][CH2:26][C:25](=[O:28])[CH2:24][CH2:23]3)[N:16]=[N:15]2)(=[O:9])=[O:8])[CH:6]=[CH:5][CH:4]=[CH:3][CH:2]=1.[Br].[CH3:30][Mg].O. Product: [C:1]1([S:7]([N:10]2[CH:21]=[CH:20][C:19]3[C:11]2=[N:12][CH:13]=[C:14]2[C:18]=3[N:17]([CH:22]3[CH2:23][CH2:24][C:25]([CH3:30])([OH:28])[CH2:26][CH2:27]3)[N:16]=[N:15]2)(=[O:8])=[O:9])[CH:6]=[CH:5][CH:4]=[CH:3][CH:2]=1. The catalyst class is: 7. (7) The catalyst class is: 82. Product: [CH3:16][C:9]1([CH3:17])[C:10]2[C:15](=[CH:14][C:13]([N+:1]([O-:4])=[O:2])=[CH:12][CH:11]=2)[C:7]([CH3:19])([CH3:6])[N:8]1[CH3:18]. Reactant: [N+:1]([O-:4])([O-])=[O:2].[K+].[CH3:6][C:7]1([CH3:19])[C:15]2[C:10](=[CH:11][CH:12]=[CH:13][CH:14]=2)[C:9]([CH3:17])([CH3:16])[N:8]1[CH3:18].[OH-].[Na+]. (8) Reactant: [CH2:1]([O:8][N:9]1[C:15](=[O:16])[N:14]2[CH2:17][C@H:10]1[CH2:11][CH2:12][C@H:13]2[C:18]([OH:20])=O)[C:2]1[CH:7]=[CH:6][CH:5]=[CH:4][CH:3]=1.[NH2:21][O:22][CH2:23][CH2:24][NH:25][C:26](=[O:32])[O:27][C:28]([CH3:31])([CH3:30])[CH3:29].ON1C2C=CC=CC=2N=N1.Cl.C(N=C=NCCCN(C)C)C. Product: [CH2:1]([O:8][N:9]1[C:15](=[O:16])[N:14]2[CH2:17][C@H:10]1[CH2:11][CH2:12][C@H:13]2[C:18]([NH:21][O:22][CH2:23][CH2:24][NH:25][C:26](=[O:32])[O:27][C:28]([CH3:30])([CH3:29])[CH3:31])=[O:20])[C:2]1[CH:3]=[CH:4][CH:5]=[CH:6][CH:7]=1. The catalyst class is: 64.